Dataset: Reaction yield outcomes from USPTO patents with 853,638 reactions. Task: Predict the reaction yield, written as a fraction of the theoretical maximum amount of product (1.0 means a 100% yield; for example, 0.34 means a 34% yield). (1) The reactants are [CH3:1][C:2]1[C:3]([C:8]([O:10][CH3:11])=[O:9])=[N:4][CH:5]=[CH:6][CH:7]=1.C1C=C(Cl)C=C(C(OO)=[O:20])C=1. The catalyst is C(Cl)Cl. The product is [CH3:11][O:10][C:8]([C:3]1[C:2]([CH3:1])=[CH:7][CH:6]=[CH:5][N+:4]=1[O-:20])=[O:9]. The yield is 0.790. (2) The reactants are Br[C:2]1[CH:7]=[CH:6][C:5]([S:8]([NH:11][C:12]2[S:13][CH:14]=[CH:15][N:16]=2)(=[O:10])=[O:9])=[CH:4][CH:3]=1.C(O)(=O)C.[NH:21]1[CH2:24][CH:23]([NH:25][C:26](=[O:32])[O:27][C:28]([CH3:31])([CH3:30])[CH3:29])[CH2:22]1.C1(C2C=CC=CC=2)C=CC=CC=1P(C(C)(C)C)C(C)(C)C.O. The catalyst is C1(C)C=CC=CC=1.C1C=CC(/C=C/C(/C=C/C2C=CC=CC=2)=O)=CC=1.C1C=CC(/C=C/C(/C=C/C2C=CC=CC=2)=O)=CC=1.C1C=CC(/C=C/C(/C=C/C2C=CC=CC=2)=O)=CC=1.[Pd].[Pd]. The product is [S:13]1[CH:14]=[CH:15][N:16]=[C:12]1[NH:11][S:8]([C:5]1[CH:6]=[CH:7][C:2]([N:21]2[CH2:24][CH:23]([NH:25][C:26](=[O:32])[O:27][C:28]([CH3:30])([CH3:29])[CH3:31])[CH2:22]2)=[CH:3][CH:4]=1)(=[O:10])=[O:9]. The yield is 0.330.